Task: Predict the product of the given reaction.. Dataset: Forward reaction prediction with 1.9M reactions from USPTO patents (1976-2016) (1) Given the reactants [F:1][C@@:2]1([C:14]([O:16]C)=[O:15])[CH2:6][CH2:5][N:4]([C:7]([O:9][C:10]([CH3:13])([CH3:12])[CH3:11])=[O:8])[CH2:3]1.[OH-].[Na+], predict the reaction product. The product is: [C:10]([O:9][C:7]([N:4]1[CH2:5][CH2:6][C@@:2]([F:1])([C:14]([OH:16])=[O:15])[CH2:3]1)=[O:8])([CH3:13])([CH3:11])[CH3:12]. (2) Given the reactants Br[C:2]1[C:6]2[NH:7][C:8]([C:12]([O:14][CH2:15][CH3:16])=[O:13])=[C:9]([C:10]#[N:11])[C:5]=2[S:4][C:3]=1[CH3:17].[CH3:18]B1OB(C)OB(C)O1.P([O-])([O-])([O-])=O.[K+].[K+].[K+], predict the reaction product. The product is: [C:10]([C:9]1[C:5]2[S:4][C:3]([CH3:17])=[C:2]([CH3:18])[C:6]=2[NH:7][C:8]=1[C:12]([O:14][CH2:15][CH3:16])=[O:13])#[N:11]. (3) Given the reactants [CH2:1]([O:3][C:4]([N:6]1[CH2:28][CH2:27][C:10]2[C:11]3[C:12](O)([C:20]4[CH:21]=[N:22][CH:23]=[CH:24][CH:25]=4)[C:13]([F:19])([F:18])[CH2:14][C:15]=3[CH:16]=[CH:17][C:9]=2[CH2:8][CH2:7]1)=[O:5])[CH3:2].S(Br)([Br:31])=O.N1C=CC=CC=1, predict the reaction product. The product is: [CH2:1]([O:3][C:4]([N:6]1[CH2:28][CH2:27][C:10]2[C:11]3[C:12]([Br:31])([C:20]4[CH:21]=[N:22][CH:23]=[CH:24][CH:25]=4)[C:13]([F:19])([F:18])[CH2:14][C:15]=3[CH:16]=[CH:17][C:9]=2[CH2:8][CH2:7]1)=[O:5])[CH3:2]. (4) Given the reactants [O:1]1[CH2:5][CH2:4][CH2:3][C@H:2]1[C:6]([OH:8])=O.CN(C(ON1N=NC2C=CC=NC1=2)=[N+](C)C)C.F[P-](F)(F)(F)(F)F.CCN(C(C)C)C(C)C.[CH3:42][N:43]1[C:52]2[C:47](=[CH:48][N:49]=[C:50]([CH3:53])[CH:51]=2)[CH:46]=[C:45]([C:54]2[CH:55]=[C:56]([NH:61]/[C:62](/[NH2:65])=[N:63]/O)[CH:57]=[CH:58][C:59]=2[CH3:60])[C:44]1=[O:66], predict the reaction product. The product is: [CH3:42][N:43]1[C:52]2[C:47](=[CH:48][N:49]=[C:50]([CH3:53])[CH:51]=2)[CH:46]=[C:45]([C:54]2[CH:55]=[C:56]([NH:61][C:62]3[N:63]=[C:6]([C@@H:2]4[CH2:3][CH2:4][CH2:5][O:1]4)[O:8][N:65]=3)[CH:57]=[CH:58][C:59]=2[CH3:60])[C:44]1=[O:66]. (5) Given the reactants [Cl:1][C:2]1[N:7]=[C:6]([C:8]2[NH:9][C:10]3[C:15]([CH:16]=2)=[C:14]([F:17])[CH:13]=[CH:12][CH:11]=3)[C:5]([OH:18])=[CH:4][CH:3]=1.[OH-].[Na+], predict the reaction product. The product is: [Cl:1][C:2]1[N:7]=[C:6]([CH:8]2[CH2:16][C:15]3[C:10](=[CH:11][CH:12]=[CH:13][C:14]=3[F:17])[NH:9]2)[C:5]([OH:18])=[CH:4][CH:3]=1. (6) Given the reactants [C:1]1([C:7]2[N:15]3[C:10]([CH:11]=[CH:12][CH:13]=[CH:14]3)=[CH:9][C:8]=2[CH:16](O)[CH3:17])[CH:6]=[CH:5][CH:4]=[CH:3][CH:2]=1.[I:19][C:20]1[C:28]2[C:23](=[N:24][CH:25]=[N:26][C:27]=2[NH2:29])[NH:22][N:21]=1.C1C=CC(P(C2C=CC=CC=2)C2C=CC=CC=2)=CC=1.CC(OC(/N=N/C(OC(C)C)=O)=O)C, predict the reaction product. The product is: [I:19][C:20]1[C:28]2[C:23](=[N:24][CH:25]=[N:26][C:27]=2[NH2:29])[N:22]([CH:16]([C:8]2[CH:9]=[C:10]3[N:15]([C:7]=2[C:1]2[CH:6]=[CH:5][CH:4]=[CH:3][CH:2]=2)[CH:14]=[CH:13][CH:12]=[CH:11]3)[CH3:17])[N:21]=1.